This data is from Full USPTO retrosynthesis dataset with 1.9M reactions from patents (1976-2016). The task is: Predict the reactants needed to synthesize the given product. (1) Given the product [OH:1][C:2]1[CH:3]=[CH:4][C:5]([CH:8]([C:9]#[C:10][CH3:11])[CH2:12][C:13]([OH:21])=[O:14])=[CH:6][CH:7]=1, predict the reactants needed to synthesize it. The reactants are: [OH:1][C:2]1[CH:7]=[CH:6][C:5]([CH:8]([CH:12]2C(=O)OC(C)(C)[O:14][C:13]2=[O:21])[C:9]#[C:10][CH3:11])=[CH:4][CH:3]=1.Cl. (2) Given the product [O:3]1[C:7]2[CH:8]=[CH:9][C:10]([C:12]3[C:13]([O:31][CH2:32][CH2:33][O:34][C:36]4[N:41]=[CH:40][C:39]([S:42]([CH3:45])(=[O:44])=[O:43])=[CH:38][N:37]=4)=[N:14][NH:15][C:16]=3[NH:17][S:18]([C:21]3[CH:26]=[CH:25][C:24]([C:27]([CH3:30])([CH3:28])[CH3:29])=[CH:23][CH:22]=3)(=[O:20])=[O:19])=[CH:11][C:6]=2[O:5][CH2:4]1, predict the reactants needed to synthesize it. The reactants are: [H-].[Na+].[O:3]1[C:7]2[CH:8]=[CH:9][C:10]([C:12]3[C:13]([O:31][CH2:32][CH2:33][OH:34])=[N:14][NH:15][C:16]=3[NH:17][S:18]([C:21]3[CH:26]=[CH:25][C:24]([C:27]([CH3:30])([CH3:29])[CH3:28])=[CH:23][CH:22]=3)(=[O:20])=[O:19])=[CH:11][C:6]=2[O:5][CH2:4]1.Cl[C:36]1[N:41]=[CH:40][C:39]([S:42]([CH3:45])(=[O:44])=[O:43])=[CH:38][N:37]=1.Cl. (3) Given the product [O:72]=[C:67]1[CH2:68][CH2:69][C:70](=[O:71])[N:66]1[O:65][C:64](=[O:73])[O:44][CH:34]1[CH2:33][CH:32]2[C:37]([CH3:43])([CH:38]3[CH:29]([CH2:30][CH2:31]2)[CH:28]2[C:41]([CH3:42])([CH:25]([CH:23]([CH3:24])[CH2:22][CH2:21][C:20](=[O:45])[N:19]([CH2:1][CH2:2][CH2:3][CH2:4][CH2:5][CH2:6][CH2:7][CH2:8][CH2:9][CH2:10][CH2:11][CH2:12][CH2:13][CH2:14][CH2:15][CH2:16][CH2:17][CH3:18])[CH2:46][CH2:47][CH2:48][CH2:49][CH2:50][CH2:51][CH2:52][CH2:53][CH2:54][CH2:55][CH2:56][CH2:57][CH2:58][CH2:59][CH2:60][CH2:61][CH2:62][CH3:63])[CH2:26][CH2:27]2)[CH2:40][CH2:39]3)[CH2:36][CH2:35]1, predict the reactants needed to synthesize it. The reactants are: [CH2:1]([N:19]([CH2:46][CH2:47][CH2:48][CH2:49][CH2:50][CH2:51][CH2:52][CH2:53][CH2:54][CH2:55][CH2:56][CH2:57][CH2:58][CH2:59][CH2:60][CH2:61][CH2:62][CH3:63])[C:20](=[O:45])[CH2:21][CH2:22][CH:23]([CH:25]1[C:41]2([CH3:42])[CH:28]([CH:29]3[CH:38]([CH2:39][CH2:40]2)[C:37]2([CH3:43])[CH:32]([CH2:33][CH:34]([OH:44])[CH2:35][CH2:36]2)[CH2:31][CH2:30]3)[CH2:27][CH2:26]1)[CH3:24])[CH2:2][CH2:3][CH2:4][CH2:5][CH2:6][CH2:7][CH2:8][CH2:9][CH2:10][CH2:11][CH2:12][CH2:13][CH2:14][CH2:15][CH2:16][CH2:17][CH3:18].[C:64](=O)([O:73]N1C(=O)CCC1=O)[O:65][N:66]1[C:70](=[O:71])[CH2:69][CH2:68][C:67]1=[O:72].C(N(CC)CC)C.C(#N)C. (4) Given the product [NH3:4].[CH3:17][OH:18].[CH2:1]([N:4]1[CH2:9][C@@H:8]([CH3:10])[N:7]([CH2:15][CH2:14][CH2:13][Cl:12])[CH2:6][C@@H:5]1[CH3:11])[CH:2]=[CH2:3], predict the reactants needed to synthesize it. The reactants are: [CH2:1]([N:4]1[CH2:9][C@@H:8]([CH3:10])[NH:7][CH2:6][C@@H:5]1[CH3:11])[CH:2]=[CH2:3].[Cl:12][CH2:13][CH2:14][CH2:15]I.[C:17]([O-])([O-])=[O:18].[K+].[K+]. (5) Given the product [C:1]([O:5][C:6](=[O:32])[N:7]([CH:9]1[CH2:10][CH2:11][CH:12]([N:15]([C:39]([C:38]2[S:37][C:36]3[C:42]([F:47])=[CH:43][CH:44]=[C:45]([F:46])[C:35]=3[C:34]=2[Cl:33])=[O:40])[CH2:16][C:17]2[CH:22]=[C:21]([C:23]3[CH:28]=[CH:27][N:26]=[C:25]([CH3:29])[CH:24]=3)[CH:20]=[CH:19][C:18]=2[O:30][CH3:31])[CH2:13][CH2:14]1)[CH3:8])([CH3:4])([CH3:3])[CH3:2], predict the reactants needed to synthesize it. The reactants are: [C:1]([O:5][C:6](=[O:32])[N:7]([CH:9]1[CH2:14][CH2:13][CH:12]([NH:15][CH2:16][C:17]2[CH:22]=[C:21]([C:23]3[CH:28]=[CH:27][N:26]=[C:25]([CH3:29])[CH:24]=3)[CH:20]=[CH:19][C:18]=2[O:30][CH3:31])[CH2:11][CH2:10]1)[CH3:8])([CH3:4])([CH3:3])[CH3:2].[Cl:33][C:34]1[C:35]2[C:45]([F:46])=[CH:44][CH:43]=[C:42]([F:47])[C:36]=2[S:37][C:38]=1[C:39](Cl)=[O:40]. (6) Given the product [NH2:14][C:12]1[CH:11]=[C:5]([CH:4]=[C:3]([O:2][CH3:1])[CH:13]=1)[C:6]([O:8][CH2:9][CH3:10])=[O:7], predict the reactants needed to synthesize it. The reactants are: [CH3:1][O:2][C:3]1[CH:4]=[C:5]([CH:11]=[C:12]([N+:14]([O-])=O)[CH:13]=1)[C:6]([O:8][CH2:9][CH3:10])=[O:7].[H][H]. (7) Given the product [CH3:1][O:2][C:3](=[O:23])[CH2:4][CH:5]1[C:9]2=[CH:10][C:11]3[C:12]([S:19]([CH3:22])(=[O:21])=[O:20])=[CH:13][C:14]([OH:17])=[CH:15][C:16]=3[N:8]2[CH2:7][CH2:6]1, predict the reactants needed to synthesize it. The reactants are: [CH3:1][O:2][C:3](=[O:23])[CH2:4][CH:5]1[C:9]2=[CH:10][C:11]3[C:12]([S:19]([CH3:22])(=[O:21])=[O:20])=[CH:13][C:14]([O:17]C)=[CH:15][C:16]=3[N:8]2[CH2:7][CH2:6]1.B(Br)(Br)Br.C(Cl)Cl.CO.C([O-])(O)=O.[Na+]. (8) Given the product [C:35]([NH:1][C:2]1[CH:10]=[C:9]([C:11]2[CH2:15][C:14]([C:20]3[CH:25]=[C:24]([Cl:26])[CH:23]=[C:22]([Cl:27])[CH:21]=3)([C:16]([F:19])([F:18])[F:17])[O:13][N:12]=2)[CH:8]=[CH:7][C:3]=1[C:4]([NH2:6])=[O:5])(=[O:37])[CH3:36], predict the reactants needed to synthesize it. The reactants are: [NH2:1][C:2]1[CH:10]=[C:9]([C:11]2[CH2:15][C:14]([C:20]3[CH:25]=[C:24]([Cl:26])[CH:23]=[C:22]([Cl:27])[CH:21]=3)([C:16]([F:19])([F:18])[F:17])[O:13][N:12]=2)[CH:8]=[CH:7][C:3]=1[C:4]([NH2:6])=[O:5].C(N(CC)CC)C.[C:35](Cl)(=[O:37])[CH3:36].C(OCC)(=O)C. (9) Given the product [CH3:18][O:17][C:13]1[CH:12]=[C:11]([C:9]2[N:10]=[C:4]3[CH:3]=[C:2]([N:20]([CH3:21])[CH3:19])[CH:7]=[CH:6][N:5]3[CH:8]=2)[CH:16]=[CH:15][CH:14]=1, predict the reactants needed to synthesize it. The reactants are: Br[C:2]1[CH:7]=[CH:6][N:5]2[CH:8]=[C:9]([C:11]3[CH:16]=[CH:15][CH:14]=[C:13]([O:17][CH3:18])[CH:12]=3)[N:10]=[C:4]2[CH:3]=1.[CH3:19][NH:20][CH3:21]. (10) Given the product [OH:31][C:29]1[C:28]2[C:23](=[C:24]([OH:40])[CH:25]=[C:26]([C:32]3[CH:37]=[CH:36][C:35]([O:38][CH3:39])=[CH:34][CH:33]=3)[CH:27]=2)[N:22]=[C:21]([C:19]([OH:20])=[O:18])[CH:30]=1, predict the reactants needed to synthesize it. The reactants are: COC(C1C=C(O)C2C(=C(N)C=CC=2)N=1)=O.C[O:18][C:19]([C:21]1[CH:30]=[C:29]([OH:31])[C:28]2[C:23](=[C:24]([OH:40])[CH:25]=[C:26]([C:32]3[CH:37]=[CH:36][C:35]([O:38][CH3:39])=[CH:34][CH:33]=3)[CH:27]=2)[N:22]=1)=[O:20].